Dataset: Catalyst prediction with 721,799 reactions and 888 catalyst types from USPTO. Task: Predict which catalyst facilitates the given reaction. (1) Reactant: [NH2:1][C:2]1[CH:3]=[C:4]([C:8]2[CH:13]=[CH:12][CH:11]=[C:10]([C:14]([O:16][CH3:17])=[O:15])[CH:9]=2)[CH:5]=[CH:6][CH:7]=1.Br[CH2:19][CH2:20][NH:21][C:22](=[O:28])[O:23][C:24]([CH3:27])([CH3:26])[CH3:25]. Product: [CH3:17][O:16][C:14]([C:10]1[CH:9]=[C:8]([C:4]2[CH:5]=[CH:6][CH:7]=[C:2]([NH:1][CH2:19][CH2:20][NH:21][C:22]([O:23][C:24]([CH3:27])([CH3:26])[CH3:25])=[O:28])[CH:3]=2)[CH:13]=[CH:12][CH:11]=1)=[O:15]. The catalyst class is: 3. (2) Reactant: [CH2:1]1[C:7]2[CH:8]=[CH:9][C:10]([O:12][C:13]3[CH:21]=[CH:20][C:16]([C:17]([NH2:19])=[O:18])=[CH:15][N:14]=3)=[CH:11][C:6]=2[CH2:5][CH2:4][CH2:3][NH:2]1.C([O-])([O-])=O.[K+].[K+].Br[CH2:29][CH2:30][CH2:31][CH2:32][CH3:33].C(OCC)(=O)C. Product: [CH2:29]([N:2]1[CH2:3][CH2:4][CH2:5][C:6]2[CH:11]=[C:10]([O:12][C:13]3[CH:21]=[CH:20][C:16]([C:17]([NH2:19])=[O:18])=[CH:15][N:14]=3)[CH:9]=[CH:8][C:7]=2[CH2:1]1)[CH2:30][CH2:31][CH2:32][CH3:33]. The catalyst class is: 3. (3) Reactant: CO[CH:3]([O:13]C)[C:4]1[CH:11]=[CH:10][C:7]([CH:8]=O)=[CH:6][C:5]=1[F:12].[Cl:15][C:16]1[C:21]([Cl:22])=[CH:20][C:19]([NH2:23])=[C:18]([NH2:24])[CH:17]=1.C1(=O)C=CC(=O)C=C1. Product: [Cl:15][C:16]1[C:21]([Cl:22])=[CH:20][C:19]2[N:23]=[C:8]([C:7]3[CH:10]=[CH:11][C:4]([CH:3]=[O:13])=[C:5]([F:12])[CH:6]=3)[NH:24][C:18]=2[CH:17]=1. The catalyst class is: 5. (4) Reactant: [O:1]([C:8]1[S:12][C:11]([CH2:13]O)=[CH:10][CH:9]=1)[C:2]1[CH:7]=[CH:6][CH:5]=[CH:4][CH:3]=1.[N:15]1[NH:16][N:17]=[N:18][C:19]=1[C:20]1[C:21]([NH2:26])=[N:22][CH:23]=[CH:24][CH:25]=1.C1(P(C2C=CC=CC=2)C2C=CC=CC=2)C=CC=CC=1.N(C(OCC)=O)=NC(OCC)=O.[OH-].[Na+]. Product: [O:1]([C:8]1[S:12][C:11]([CH2:13][N:16]2[N:17]=[N:18][C:19]([C:20]3[C:21]([NH2:26])=[N:22][CH:23]=[CH:24][CH:25]=3)=[N:15]2)=[CH:10][CH:9]=1)[C:2]1[CH:7]=[CH:6][CH:5]=[CH:4][CH:3]=1. The catalyst class is: 799. (5) Product: [C:17]([O:16][C:14](=[O:15])[NH:1][CH:2]([CH2:3][C:4]1[CH:5]=[CH:6][C:7]([Cl:10])=[CH:8][CH:9]=1)[C:11](=[O:13])[N:21]1[CH2:26][CH2:25][NH:24][CH2:23][CH2:22]1)([CH3:20])([CH3:19])[CH3:18]. The catalyst class is: 2. Reactant: [NH:1]([C:14]([O:16][C:17]([CH3:20])([CH3:19])[CH3:18])=[O:15])[C@@H:2]([C:11]([OH:13])=O)[CH2:3][C:4]1[CH:9]=[CH:8][C:7]([Cl:10])=[CH:6][CH:5]=1.[NH:21]1[CH2:26][CH2:25][NH:24][CH2:23][CH2:22]1.C1C=CC2N(O)N=NC=2C=1.CCN=C=NCCCN(C)C. (6) Reactant: [CH3:1][O:2][C:3]1[CH:4]=[C:5]([CH2:11][C:12]#[N:13])[CH:6]=[CH:7][C:8]=1[O:9][CH3:10].[F:14][C:15]([F:22])([F:21])[C:16](OCC)=[O:17].[O-]CC.[Na+]. Product: [CH3:1][O:2][C:3]1[CH:4]=[C:5]([CH:11]([C:16](=[O:17])[C:15]([F:22])([F:21])[F:14])[C:12]#[N:13])[CH:6]=[CH:7][C:8]=1[O:9][CH3:10]. The catalyst class is: 8. (7) Reactant: C([O:3][C:4](=[O:28])[C:5]([O:15][C:16]1[CH:21]=[CH:20][C:19]([CH:22]2[CH2:27][CH2:26][CH2:25][CH2:24][CH2:23]2)=[CH:18][CH:17]=1)([CH3:14])[CH2:6][C:7]1[CH:12]=[CH:11][C:10]([OH:13])=[CH:9][CH:8]=1)C.[C:29]1([C:54]2[CH:59]=[CH:58][CH:57]=[CH:56][CH:55]=2)[CH:34]=[CH:33][CH:32]=[C:31]([C:35]2O[C:37]([CH3:53])=[C:38]([CH2:40][CH2:41]OS(C3C=CC(C)=CC=3)(=O)=O)[N:39]=2)[CH:30]=1.C([O-])([O-])=O.[K+].[K+].[OH-:66].[Na+]. Product: [C:29]1([C:54]2[CH:59]=[CH:58][CH:57]=[CH:56][CH:55]=2)[CH:34]=[CH:33][CH:32]=[C:31]([C:35]2[O:66][C:37]([CH3:53])=[C:38]([CH2:40][CH2:41][O:13][C:10]3[CH:9]=[CH:8][C:7]([CH2:6][C:5]([O:15][C:16]4[CH:21]=[CH:20][C:19]([CH:22]5[CH2:23][CH2:24][CH2:25][CH2:26][CH2:27]5)=[CH:18][CH:17]=4)([CH3:14])[C:4]([OH:3])=[O:28])=[CH:12][CH:11]=3)[N:39]=2)[CH:30]=1. The catalyst class is: 8.